This data is from Forward reaction prediction with 1.9M reactions from USPTO patents (1976-2016). The task is: Predict the product of the given reaction. (1) Given the reactants [Cl:1][C:2]1[CH:3]=[C:4]([C@@:8]([C@@H:17]2[CH2:22][CH2:21][CH2:20][N:19](C(OC(C)(C)C)=O)[CH2:18]2)([O:10][CH2:11][C:12]([O:14][CH2:15][CH3:16])=[O:13])[CH3:9])[CH:5]=[CH:6][CH:7]=1, predict the reaction product. The product is: [Cl:1][C:2]1[CH:3]=[C:4]([C@@:8]([C@@H:17]2[CH2:22][CH2:21][CH2:20][NH:19][CH2:18]2)([O:10][CH2:11][C:12]([O:14][CH2:15][CH3:16])=[O:13])[CH3:9])[CH:5]=[CH:6][CH:7]=1. (2) Given the reactants [CH:1]1([C:4]2[CH:5]3[N:11]([S:12]([C:15]4[CH:20]=[CH:19][C:18]([C:21]([F:24])([F:23])[F:22])=[CH:17][CH:16]=4)(=[O:14])=[O:13])[CH:9]([CH:10]=2)[CH2:8][C:7](=[O:25])[CH2:6]3)[CH2:3][CH2:2]1.[CH3:26][N:27]([CH:29](OC)OC)[CH3:28], predict the reaction product. The product is: [CH:1]1([C:4]2[CH:5]3[N:11]([S:12]([C:15]4[CH:16]=[CH:17][C:18]([C:21]([F:24])([F:22])[F:23])=[CH:19][CH:20]=4)(=[O:14])=[O:13])[CH:9]([CH2:8][C:7](=[O:25])[C:6]3=[CH:26][N:27]([CH3:29])[CH3:28])[CH:10]=2)[CH2:2][CH2:3]1. (3) The product is: [CH2:1]1[C:11]2=[C:12]3[C:7](=[CH:8][CH:9]=[CH:10]2)[CH2:6][CH2:5][CH2:4][N:3]3[CH2:2]1. Given the reactants [CH:1]1[C:11]2=[C:12]3[C:7](=[CH:8][CH:9]=[CH:10]2)[CH2:6][CH2:5][CH2:4][N:3]3[CH:2]=1.C([BH3-])#N.[Na+].FC(F)(F)C(OC(=O)C(F)(F)F)=O.[OH-].[K+], predict the reaction product. (4) Given the reactants P12(SP3(SP(SP(S3)(S1)=S)(=S)S2)=S)=S.C(N)=O.Br[CH2:19][C:20]([C:22]1[CH:27]=[CH:26][C:25]([Br:28])=[CH:24][CH:23]=1)=O.[CH:29]([NH2:31])=[S:30].[OH-].[Na+], predict the reaction product. The product is: [Br:28][C:25]1[CH:26]=[CH:27][C:22]([C:20]2[N:31]=[CH:29][S:30][CH:19]=2)=[CH:23][CH:24]=1. (5) Given the reactants ClC1=[C:3]([C:21]([O:23][CH3:24])=[O:22])[NH:4][CH:5]([C:14]2[CH:19]=[CH:18][C:17]([Cl:20])=[CH:16][CH:15]=2)[CH2:6]/[C:7]/1=[N:8]\OS(C)(=O)=O.[CH3:25][NH2:26].[CH2:27]1COCC1, predict the reaction product. The product is: [NH2:26][C:25]1[C:3]([C:21]([O:23][CH3:24])=[O:22])=[N:4][C:5]([C:14]2[CH:19]=[CH:18][C:17]([Cl:20])=[CH:16][CH:15]=2)=[CH:6][C:7]=1[NH:8][CH3:27]. (6) The product is: [F:1][C:2]1[CH:9]=[CH:8][C:5]([OH:20])=[CH:4][C:3]=1[O:10][CH3:11]. Given the reactants [F:1][C:2]1[CH:9]=[CH:8][C:5](C=O)=[CH:4][C:3]=1[O:10][CH3:11].C1C=C(Cl)C=C(C(OO)=[O:20])C=1.Cl, predict the reaction product.